This data is from Forward reaction prediction with 1.9M reactions from USPTO patents (1976-2016). The task is: Predict the product of the given reaction. (1) Given the reactants Cl[C:2]1[N:7]=[C:6]([C:8]([O:10][CH3:11])=[O:9])[CH:5]=[C:4]([O:12]C)[N:3]=1.[NH2:14][C:15]1[CH:20]=[CH:19][CH:18]=[CH:17][CH:16]=1.Cl.O.[CH2:23](O)[CH2:24][CH2:25]C, predict the reaction product. The product is: [NH:14]([C:2]1[NH:3][C:4](=[O:12])[CH:5]=[C:6]([C:8]([O:10][CH2:11][CH2:23][CH2:24][CH3:25])=[O:9])[N:7]=1)[C:15]1[CH:20]=[CH:19][CH:18]=[CH:17][CH:16]=1. (2) The product is: [CH3:25][N:17]([CH2:16][C:4]1[S:5][C:6]([S:7]([C:10]2[CH:15]=[CH:14][CH:13]=[CH:12][CH:11]=2)(=[O:9])=[O:8])=[C:2]([C:28]2[N:27]([CH3:26])[CH:31]=[CH:30][N:29]=2)[CH:3]=1)[C:18](=[O:24])[O:19][C:20]([CH3:23])([CH3:22])[CH3:21]. Given the reactants Br[C:2]1[CH:3]=[C:4]([CH2:16][N:17]([CH3:25])[C:18](=[O:24])[O:19][C:20]([CH3:23])([CH3:22])[CH3:21])[S:5][C:6]=1[S:7]([C:10]1[CH:15]=[CH:14][CH:13]=[CH:12][CH:11]=1)(=[O:9])=[O:8].[CH3:26][N:27]1[CH:31]=[CH:30][N:29]=[C:28]1[Sn](CCCC)(CCCC)CCCC, predict the reaction product. (3) Given the reactants [CH3:1][C:2]1[C:20]([CH2:21][CH2:22][C:23]([OH:25])=[O:24])=[C:19]2[NH:26][C:3]=1[CH:4]=[C:5]1[N:9]=[C:8]([CH:10]=[C:11]3[C:36]([CH3:37])=[C:35]([CH:38]=[CH2:39])[C:13](=[CH:14][C:15]4[C:28]([CH3:29])=[C:27]([CH2:30][CH2:31][C:32]([OH:34])=[O:33])[C:17](=[CH:18]2)[N:16]=4)[NH:12]3)[C:7]([CH:40]=[CH2:41])=[C:6]1[CH3:42].CC(O)COC(C(C)=C)=O.CC[N+](CC)(CC)CC.CCN=C=NCCCN(C)C, predict the reaction product. The product is: [CH3:29][C:28]1[C:27]([CH2:30][CH2:31][C:32]([OH:34])=[O:33])=[C:17]2[NH:16][C:15]=1[CH:14]=[C:13]1[C:35]([CH:38]=[CH2:39])=[C:36]([CH3:37])[C:11]([CH:10]=[C:8]3[C:7]([CH:40]=[CH2:41])=[C:6]([CH3:42])[C:5](=[CH:4][C:3]4[C:2]([CH3:1])=[C:20]([CH2:21][CH2:22][C:23]([OH:25])=[O:24])[C:19](=[CH:18]2)[N:26]=4)[NH:9]3)=[N:12]1. (4) Given the reactants [CH2:1]([O:3][C:4](=[O:32])[CH2:5][O:6][C:7]1[CH:12]=[CH:11][C:10]([S:13][CH2:14][C:15]2[CH:20]=[C:19]([C:21]#[C:22][CH2:23][N:24]3[CH2:29][CH2:28][O:27][CH2:26][CH2:25]3)[CH:18]=[C:17]([OH:30])[CH:16]=2)=[CH:9][C:8]=1[CH3:31])[CH3:2].[F:33][C:34]1[CH:39]=[CH:38][C:37]([CH2:40]OC)=[CH:36][CH:35]=1.C(P(CCCC)CCCC)CCC.N(C(N1CCCCC1)=O)=NC(N1CCCCC1)=O, predict the reaction product. The product is: [CH2:1]([O:3][C:4](=[O:32])[CH2:5][O:6][C:7]1[CH:12]=[CH:11][C:10]([S:13][CH2:14][C:15]2[CH:20]=[C:19]([C:21]#[C:22][CH2:23][N:24]3[CH2:29][CH2:28][O:27][CH2:26][CH2:25]3)[CH:18]=[C:17]([O:30][CH2:40][C:37]3[CH:38]=[CH:39][C:34]([F:33])=[CH:35][CH:36]=3)[CH:16]=2)=[CH:9][C:8]=1[CH3:31])[CH3:2]. (5) Given the reactants [NH2:1][C:2]1[CH:7]=[CH:6][CH:5]=[CH:4][C:3]=1[OH:8].Cl.[Cl:10][CH2:11][C:12](=N)OCC, predict the reaction product. The product is: [Cl:10][CH2:11][C:12]1[O:8][C:3]2[CH:4]=[CH:5][CH:6]=[CH:7][C:2]=2[N:1]=1. (6) The product is: [F:1][C:2]1[CH:3]=[C:4]([CH2:12][CH2:13][C:14]([NH2:16])=[O:15])[CH:5]=[C:6]([C:8]([F:11])([F:10])[F:9])[CH:7]=1. Given the reactants [F:1][C:2]1[CH:3]=[C:4](/[CH:12]=[CH:13]/[C:14]([NH2:16])=[O:15])[CH:5]=[C:6]([C:8]([F:11])([F:10])[F:9])[CH:7]=1.[H][H], predict the reaction product. (7) Given the reactants [CH2:1]([N:3]1[CH2:16][CH2:15][C:6]2[NH:7][C:8]3[CH:9]=[CH:10][C:11]([CH3:14])=[CH:12][C:13]=3[C:5]=2[CH2:4]1)[CH3:2].[CH3:17][C:18]1[CH:23]=[CH:22][C:21]([CH:24]=[CH2:25])=[CH:20][N:19]=1.[H-].[Na+], predict the reaction product. The product is: [CH2:1]([N:3]1[CH2:16][CH2:15][C:6]2[N:7]([CH2:25][CH2:24][C:21]3[CH:20]=[N:19][C:18]([CH3:17])=[CH:23][CH:22]=3)[C:8]3[CH:9]=[CH:10][C:11]([CH3:14])=[CH:12][C:13]=3[C:5]=2[CH2:4]1)[CH3:2]. (8) Given the reactants [CH3:1][O:2][C:3]([C:5]1[C:9]([C:10]([OH:12])=O)=[C:8]([CH3:13])[O:7][N:6]=1)=[O:4].C(N(C(C)C)CC)(C)C.CN(C(ON1N=NC2C=CC=CC1=2)=[N+](C)C)C.[B-](F)(F)(F)F.[F:45][C:46]1[CH:47]=[C:48]([CH:62]=[CH:63][CH:64]=1)[CH2:49][NH:50][C:51]([NH:53][C:54]1[S:55][CH:56]=[C:57]([CH2:59][NH:60][CH3:61])[N:58]=1)=[O:52], predict the reaction product. The product is: [F:45][C:46]1[CH:47]=[C:48]([CH:62]=[CH:63][CH:64]=1)[CH2:49][NH:50][C:51](=[O:52])[NH:53][C:54]1[S:55][CH:56]=[C:57]([CH2:59][N:60]([CH3:61])[C:10]([C:9]2[C:5]([C:3]([O:2][CH3:1])=[O:4])=[N:6][O:7][C:8]=2[CH3:13])=[O:12])[N:58]=1. (9) Given the reactants [CH3:1][O:2][C:3]1[CH:4]=[C:5]2[C:10](=[CH:11][CH:12]=1)[C:9](=[O:13])[NH:8][CH2:7][CH2:6]2.[N+:14]([O-])([OH:16])=[O:15], predict the reaction product. The product is: [CH3:1][O:2][C:3]1[CH:4]=[C:5]2[C:10](=[CH:11][C:12]=1[N+:14]([O-:16])=[O:15])[C:9](=[O:13])[NH:8][CH2:7][CH2:6]2.